Predict the reactants needed to synthesize the given product. From a dataset of Full USPTO retrosynthesis dataset with 1.9M reactions from patents (1976-2016). (1) Given the product [CH3:22][Si:21]([CH3:24])([CH3:23])[O:29][C:27](=[CH2:28])[CH:26]([CH3:30])[CH3:25], predict the reactants needed to synthesize it. The reactants are: [Li+].CC([N-]C(C)C)C.C1COCC1.CCCCCC.Cl[Si:21]([CH3:24])([CH3:23])[CH3:22].[CH3:25][CH:26]([CH3:30])[C:27](=[O:29])[CH3:28]. (2) Given the product [ClH:1].[C:2]([CH2:4][C:5]1[C:14]([O:15][CH3:16])=[C:13]2[O:17][C:18]([CH3:21])([CH3:20])[CH2:19][C:12]2=[C:11]2[C:6]=1[CH2:7][C:8]([CH3:32])([CH3:31])[N:9]=[C:10]2[C:22]1[CH:23]=[C:24]([CH:28]=[CH:29][CH:30]=1)[C:25]([NH:35][CH3:33])=[O:26])#[N:3], predict the reactants needed to synthesize it. The reactants are: [ClH:1].[C:2]([CH2:4][C:5]1[C:14]([O:15][CH3:16])=[C:13]2[O:17][C:18]([CH3:21])([CH3:20])[CH2:19][C:12]2=[C:11]2[C:6]=1[CH2:7][C:8]([CH3:32])([CH3:31])[N:9]=[C:10]2[C:22]1[CH:23]=[C:24]([CH:28]=[CH:29][CH:30]=1)[C:25](O)=[O:26])#[N:3].[CH2:33]([N:35](CC)CC)C.Cl.CN.C(OCC)(=O)C.